From a dataset of Reaction yield outcomes from USPTO patents with 853,638 reactions. Predict the reaction yield, written as a fraction of the theoretical maximum amount of product (1.0 means a 100% yield; for example, 0.34 means a 34% yield). (1) The reactants are [CH2:1]1[C:13]2[NH:12][C:11]3[C:6](=[CH:7][CH:8]=[CH:9][CH:10]=3)[C:5]=2[CH2:4][CH2:3][NH:2]1.[BH3-][C:15]#N.[Na+].C=O.Cl. The catalyst is CO.O. The product is [CH3:15][N:2]1[CH2:3][CH2:4][C:5]2[C:6]3[C:11](=[CH:10][CH:9]=[CH:8][CH:7]=3)[NH:12][C:13]=2[CH2:1]1. The yield is 0.950. (2) The reactants are Cl.Cl.[F:3][C:4]1[CH:9]=[C:8]([C:10]#[N:11])[CH:7]=[CH:6][C:5]=1[C:12]1[CH:17]=[CH:16][C:15]([O:18][C:19]([F:22])([F:21])[F:20])=[C:14]([CH2:23][NH:24][C@H:25]2[CH2:30][CH2:29][NH:28][CH2:27][C@H:26]2[C:31]2[CH:36]=[CH:35][CH:34]=[CH:33][CH:32]=2)[CH:13]=1.[CH3:37][C:38]1([CH3:49])[O:42][C:41](=[O:43])[N:40]([CH2:44][C:45](O)=[O:46])[C:39]1=[O:48].CCN=C=NCCCN(C)C.Cl.C1C=CC2N(O)N=NC=2C=1. The catalyst is CN(C=O)C.O.CCN(CC)CC. The product is [CH3:37][C:38]1([CH3:49])[O:42][C:41](=[O:43])[N:40]([CH2:44][C:45]([N:28]2[CH2:29][CH2:30][C@H:25]([NH:24][CH2:23][C:14]3[CH:13]=[C:12]([C:5]4[CH:6]=[CH:7][C:8]([C:10]#[N:11])=[CH:9][C:4]=4[F:3])[CH:17]=[CH:16][C:15]=3[O:18][C:19]([F:21])([F:22])[F:20])[C@H:26]([C:31]3[CH:32]=[CH:33][CH:34]=[CH:35][CH:36]=3)[CH2:27]2)=[O:46])[C:39]1=[O:48]. The yield is 0.470.